Dataset: Full USPTO retrosynthesis dataset with 1.9M reactions from patents (1976-2016). Task: Predict the reactants needed to synthesize the given product. Given the product [ClH:41].[ClH:41].[CH3:1][C@@H:2]1[CH2:7][N:6]([C:8]2[CH:17]=[CH:16][CH:15]=[C:14]3[C:9]=2[CH:10]=[CH:11][C:12]([CH3:18])=[N:13]3)[CH2:5][CH2:4][N:3]1[CH2:19][CH2:20][C:21]1[CH:30]=[CH:29][CH:28]=[C:27]2[C:22]=1[CH:23]=[CH:24][C:25]1[N:26]2[CH:31]=[N:32][C:33]=1[C:34]([NH2:45])=[O:36], predict the reactants needed to synthesize it. The reactants are: [CH3:1][C@@H:2]1[CH2:7][N:6]([C:8]2[CH:17]=[CH:16][CH:15]=[C:14]3[C:9]=2[CH:10]=[CH:11][C:12]([CH3:18])=[N:13]3)[CH2:5][CH2:4][N:3]1[CH2:19][CH2:20][C:21]1[CH:30]=[CH:29][CH:28]=[C:27]2[C:22]=1[CH:23]=[CH:24][C:25]1[N:26]2[CH:31]=[N:32][C:33]=1[C:34]([O:36]CC)=O.[OH-].[K+].[ClH:41].Cl.CC1C=CC2C(=CC=CC=2N2CCN(CCC3C4OCC5=C(C(N)=O)N=CN5C=4C=CC=3)CC2)[N:45]=1.